Dataset: Full USPTO retrosynthesis dataset with 1.9M reactions from patents (1976-2016). Task: Predict the reactants needed to synthesize the given product. Given the product [CH:1]1([N:6]2[CH2:12][C:11]([F:14])([CH3:13])[C:10](=[O:15])[N:9]([CH3:16])[C:8]3[CH:17]=[N:18][C:19]([NH:21][C:22]4[CH:30]=[CH:29][C:25]([C:26]([NH:48][CH:43]5[CH2:42][N:47]([CH3:46])[CH2:44]5)=[O:27])=[CH:24][C:23]=4[O:31][CH3:32])=[N:20][C:7]2=3)[CH2:5][CH2:4][CH2:3][CH2:2]1, predict the reactants needed to synthesize it. The reactants are: [CH:1]1([N:6]2[CH2:12][C:11]([F:14])([CH3:13])[C:10](=[O:15])[N:9]([CH3:16])[C:8]3[CH:17]=[N:18][C:19]([NH:21][C:22]4[CH:30]=[CH:29][C:25]([C:26](O)=[O:27])=[CH:24][C:23]=4[O:31][CH3:32])=[N:20][C:7]2=3)[CH2:5][CH2:4][CH2:3][CH2:2]1.CN(C(ON1N=[N:48][C:43]2[CH:44]=C[CH:46]=[N:47][C:42]1=2)=[N+](C)C)C.F[P-](F)(F)(F)(F)F.Cl.CN1CC(N)C1.